Dataset: Full USPTO retrosynthesis dataset with 1.9M reactions from patents (1976-2016). Task: Predict the reactants needed to synthesize the given product. (1) Given the product [CH3:1][C:2]1[S:6][C:5]([C:7]2[C:8]([O:18][C:19]3[CH:24]=[CH:23][C:22]([O:25][CH2:26][CH2:27][N:28]4[CH2:33][CH2:32][CH2:31][CH2:30][CH2:29]4)=[CH:21][CH:20]=3)=[C:9]3[C:14](=[CH:15][CH:16]=2)[CH:13]=[C:12]([OH:17])[CH:11]=[CH:10]3)=[CH:4][CH:3]=1.[CH3:50][C:40]1[CH:41]=[CH:42][C:43]([S:46]([O-:49])(=[O:48])=[O:47])=[CH:44][CH:45]=1, predict the reactants needed to synthesize it. The reactants are: [CH3:1][C:2]1[S:6][C:5]([C:7]2[C:8]([O:18][C:19]3[CH:24]=[CH:23][C:22]([O:25][CH2:26][CH2:27][N:28]4[CH2:33][CH2:32][CH2:31][CH2:30][CH2:29]4)=[CH:21][CH:20]=3)=[C:9]3[C:14](=[CH:15][CH:16]=2)[CH:13]=[C:12]([OH:17])[CH:11]=[CH:10]3)=[CH:4][CH:3]=1.C(OCC)(=O)C.[C:40]1([CH3:50])[CH:45]=[CH:44][C:43]([S:46]([OH:49])(=[O:48])=[O:47])=[CH:42][CH:41]=1. (2) Given the product [Cl:20][C:21]1[CH:22]=[C:23]([NH:28][C:29](=[S:30])[NH:1][C:2]2[CH:3]=[C:4]([CH:15]=[CH:16][C:17]=2[O:18][CH3:19])[C:5]([NH:7][C:8]2[CH:9]=[CH:10][C:11]([F:14])=[CH:12][CH:13]=2)=[O:6])[CH:24]=[C:25]([Cl:27])[CH:26]=1, predict the reactants needed to synthesize it. The reactants are: [NH2:1][C:2]1[CH:3]=[C:4]([CH:15]=[CH:16][C:17]=1[O:18][CH3:19])[C:5]([NH:7][C:8]1[CH:13]=[CH:12][C:11]([F:14])=[CH:10][CH:9]=1)=[O:6].[Cl:20][C:21]1[CH:22]=[C:23]([N:28]=[C:29]=[S:30])[CH:24]=[C:25]([Cl:27])[CH:26]=1. (3) Given the product [OH:2][C:3]1[CH:8]=[C:7]2[C:6](=[CH:5][CH:4]=1)[NH:9][C:10](=[O:14])[CH2:11][CH2:12]2, predict the reactants needed to synthesize it. The reactants are: C[O:2][C:3]1[CH:8]=[CH:7][C:6]([NH:9][C:10](=[O:14])[CH2:11][CH2:12]Cl)=[CH:5][CH:4]=1.CN(C)C(=O)C.Cl[Al](Cl)Cl. (4) Given the product [Br:1][C:2]1[CH:8]=[CH:7][C:5]([N:6]=[CH:13][C:12]2[C:15]([CH3:19])=[CH:16][CH:17]=[CH:18][C:11]=2[OH:10])=[C:4]([F:9])[CH:3]=1, predict the reactants needed to synthesize it. The reactants are: [Br:1][C:2]1[CH:8]=[CH:7][C:5]([NH2:6])=[C:4]([F:9])[CH:3]=1.[OH:10][C:11]1[CH:18]=[CH:17][CH:16]=[C:15]([CH3:19])[C:12]=1[CH:13]=O.C(N(CC)CC)C.